Dataset: Forward reaction prediction with 1.9M reactions from USPTO patents (1976-2016). Task: Predict the product of the given reaction. (1) Given the reactants [C:1]([O:5][C:6](=[O:19])[NH:7][C:8]12[CH2:15][CH:14]3[CH2:16][C:10]([CH2:17]O)([CH2:11][CH:12]1[CH2:13]3)[CH2:9]2)([CH3:4])([CH3:3])[CH3:2].[C:20]1(=[O:30])[NH:24][C:23](=[O:25])[C:22]2=[CH:26][CH:27]=[CH:28][CH:29]=[C:21]12.C1(P(C2C=CC=CC=2)C2C=CC=CC=2)C=CC=CC=1.CC(OC(/N=N/C(OC(C)C)=O)=O)C, predict the reaction product. The product is: [C:1]([O:5][C:6](=[O:19])[NH:7][C:8]12[CH2:15][CH:14]3[CH2:16][C:10]([CH2:17][N:24]4[C:20](=[O:30])[C:21]5[C:22](=[CH:26][CH:27]=[CH:28][CH:29]=5)[C:23]4=[O:25])([CH2:11][CH:12]1[CH2:13]3)[CH2:9]2)([CH3:4])([CH3:2])[CH3:3]. (2) The product is: [CH3:9][O:8][C:5]1[CH:6]=[CH:7][C:2]([B:16]([OH:21])[OH:17])=[C:3]([CH3:10])[CH:4]=1. Given the reactants Br[C:2]1[CH:7]=[CH:6][C:5]([O:8][CH3:9])=[CH:4][C:3]=1[CH3:10].C([Li])CCC.[B:16](OC(C)C)([O:21]C(C)C)[O:17]C(C)C, predict the reaction product. (3) Given the reactants [OH:1][C@@H:2]([CH3:31])[C@@H:3]([N:14]1[C:17](=[O:18])[C:16]2([CH2:22][CH2:21][CH2:20][N:19]2C(OC(C)(C)C)=O)[CH:15]1[CH3:30])[C:4](=[O:13])[NH:5][CH2:6][C:7]1[N:12]=[CH:11][CH:10]=[CH:9][N:8]=1.C(O)(C(F)(F)F)=O, predict the reaction product. The product is: [OH:1][C@H:2]([CH3:31])[C@H:3]([N:14]1[C:17](=[O:18])[C:16]2([CH2:22][CH2:21][CH2:20][NH:19]2)[CH:15]1[CH3:30])[C:4]([NH:5][CH2:6][C:7]1[N:12]=[CH:11][CH:10]=[CH:9][N:8]=1)=[O:13]. (4) The product is: [CH2:1]([N:8]1[CH2:13][CH2:12][CH:11]([C:14]([NH:16][C:17]2[CH:22]=[CH:21][C:20]([CH2:23][NH:24][C:25]3[C:34]4[C:29](=[CH:30][C:31]([CH3:35])=[CH:32][CH:33]=4)[N:28]=[C:27]([N:42]([CH2:41][CH2:40][CH2:39][N:38]([CH3:44])[CH3:37])[CH3:43])[N:26]=3)=[CH:19][CH:18]=2)=[O:15])[CH2:10][CH2:9]1)[C:2]1[CH:7]=[CH:6][CH:5]=[CH:4][CH:3]=1. Given the reactants [CH2:1]([N:8]1[CH2:13][CH2:12][CH:11]([C:14]([NH:16][C:17]2[CH:22]=[CH:21][C:20]([CH2:23][NH:24][C:25]3[C:34]4[C:29](=[CH:30][C:31]([CH3:35])=[CH:32][CH:33]=4)[N:28]=[C:27](Cl)[N:26]=3)=[CH:19][CH:18]=2)=[O:15])[CH2:10][CH2:9]1)[C:2]1[CH:7]=[CH:6][CH:5]=[CH:4][CH:3]=1.[CH3:37][N:38]([CH3:44])[CH2:39][CH2:40][CH2:41][NH:42][CH3:43], predict the reaction product. (5) Given the reactants [OH:1][N:2]=[C:3]([C:5]1[C:6](=[O:36])[N:7]([C@H:23]2[C:31]3[C:26](=[C:27]([C:32]([F:35])([F:34])[F:33])[CH:28]=[CH:29][CH:30]=3)[CH2:25][CH2:24]2)[C:8](=[O:22])[N:9]([C:11]2[CH:21]=[CH:20][C:14]3[N:15]([CH3:19])[C:16](=[O:18])[O:17][C:13]=3[CH:12]=2)[CH:10]=1)[NH2:4].N1C=CC=CC=1.Cl[C:44](OCC(C)C)=[O:45].Cl.F[P-](F)(F)(F)(F)F.C(N1C=C[N+](C)=C1)C, predict the reaction product. The product is: [CH3:19][N:15]1[C:14]2[CH:20]=[CH:21][C:11]([N:9]3[CH:10]=[C:5]([C:3]4[NH:4][C:44](=[O:45])[O:1][N:2]=4)[C:6](=[O:36])[N:7]([C@H:23]4[C:31]5[C:26](=[C:27]([C:32]([F:35])([F:34])[F:33])[CH:28]=[CH:29][CH:30]=5)[CH2:25][CH2:24]4)[C:8]3=[O:22])=[CH:12][C:13]=2[O:17][C:16]1=[O:18]. (6) Given the reactants [CH3:1][O:2][C:3](=[O:25])[C:4](C)([CH2:9][C@H:10]1[CH2:14][C:13](=[O:15])[N:12]([C@H:16]([C:18]2[CH:23]=[CH:22][CH:21]=[CH:20][CH:19]=2)[CH3:17])[CH2:11]1)[C:5](OC)=O.[Na+].[Cl-].CS(C)=O, predict the reaction product. The product is: [CH3:1][O:2][C:3](=[O:25])[CH:4]([CH3:5])[CH2:9][C@H:10]1[CH2:14][C:13](=[O:15])[N:12]([C@H:16]([C:18]2[CH:19]=[CH:20][CH:21]=[CH:22][CH:23]=2)[CH3:17])[CH2:11]1. (7) Given the reactants Br[C:2]1[N:6]2[N:7]=[CH:8][CH:9]=[C:10]([N:11]3[CH2:16][CH2:15][O:14][CH2:13][CH2:12]3)[C:5]2=[N:4][C:3]=1[CH:17]=[O:18].[CH3:19][O:20][C:21]([C:23]1[CH:28]=[CH:27][C:26](B(O)O)=[CH:25][CH:24]=1)=[O:22], predict the reaction product. The product is: [CH:17]([C:3]1[N:4]=[C:5]2[C:10]([N:11]3[CH2:16][CH2:15][O:14][CH2:13][CH2:12]3)=[CH:9][CH:8]=[N:7][N:6]2[C:2]=1[C:26]1[CH:27]=[CH:28][C:23]([C:21]([O:20][CH3:19])=[O:22])=[CH:24][CH:25]=1)=[O:18].